From a dataset of Experimentally validated miRNA-target interactions with 360,000+ pairs, plus equal number of negative samples. Binary Classification. Given a miRNA mature sequence and a target amino acid sequence, predict their likelihood of interaction. (1) The miRNA is hsa-miR-4659b-5p with sequence UUGCCAUGUCUAAGAAGAA. The protein sequence of the target gene is MPAKGRYFLNEGEEGPDQDALYEKYQLTSQHGPLLLTLLLVAATACVALIIIAFSQGDPSRHQAILGMAFLVLAVFAALSVLMYVECLLRRWLRALALLTWACLVALGYVLVFDAWTKAACAWEQVPFFLFIVFVVYTLLPFSMRGAVAVGAVSTASHLLVLGSLMGGFTTPSVRVGLQLLANAVIFLCGNLTGAFHKHQMQDASRDLFTYTVKCIQIRRKLRIEKRQQENLLLSVLPAHISMGMKLAIIERLKEHGDRRCMPDNNFHSLYVKRHQNVSILYADIVGFTQLASDCSPKEL.... Result: 1 (interaction). (2) Result: 0 (no interaction). The protein sequence of the target gene is MSKLKSSESVRVVVRCRPMNGKEKAASYDKVVDVDVKLGQVSVKNPKGTSHEMPKTFTFDAVYDWNAKQFELYDETFRPLVDSVLQGFNGTIFAYGQTGTGKTYTMEGVRGDPEKRGVIPNSFDHIFTHISRSQNQQYLVRASYLEIYQEEIRDLLSKDQTKRLELKERPDTGVYVKDLSSFVTKSVKEIEHVMNVGNQNRSVGATNMNEHSSRSHAIFVITIECSEVGLDGENHIRVGKLNLVDLAGSERQAKTGAQGERLKEATKINLSLSALGNVISALVDGKSTHIPYRDSKLTRL.... The miRNA is hsa-miR-3184-3p with sequence AAAGUCUCGCUCUCUGCCCCUCA. (3) The miRNA is hsa-miR-208a-3p with sequence AUAAGACGAGCAAAAAGCUUGU. The protein sequence of the target gene is MENDTVSEMNQTELQPQAAVALEYQVVTILLVVIICGLGIVGNIMVVLVVMRTKHMRTPTNCYLVSLAVADLMVLVAAGLPNITDSIYGSWVYGYVGCLCITYLQYLGINASSCSITAFTIERYIAICHPIKAQFLCTFSRAKKIIIFVWAFTSIYCMLWFFLLDLNISTYKNAVVVSCGYKISRNYYSPIYLMDFGVFYVVPMILATVLYGFIARILFLNPIPSDPKENSKMWKNDSIHQNKNLNLNATNRCFNSTVSSRKQVTKMLAVVVILFALLWMPYRTLVVVNSFLSSPFQENW.... Result: 0 (no interaction). (4) The miRNA is hsa-miR-6726-5p with sequence CGGGAGCUGGGGUCUGCAGGU. The protein sequence of the target gene is MGPGARLAALLAVLALGTGDPERAAARGDTFSALTSVARALAPERRLLGLLRRYLRGEEARLRDLTRFYDKVLSLHEDSTTPVANPLLAFTLIKRLQSDWRNVVHSLEASENIRALKDGYEKVEQDLPAFEDLEGAARALMRLQDVYMLNVKGLARGVFQRVTGSAITDLYSPKRLFSLTGDDCFQVGKVAYDMGDYYHAIPWLEEAVSLFRGSYGEWKTEDEASLEDALDHLAFAYFRAGNVSCALSLSREFLLYSPDNKRMARNVLKYERLLAESPNHVVAEAVIQRPNIPHLQTRDT.... Result: 0 (no interaction). (5) The miRNA is hsa-miR-5087 with sequence GGGUUUGUAGCUUUGCUGGCAUG. The protein sequence of the target gene is MLHTAISCWQPFLGLAVVLIFMGSTIGCPARCECSAQNKSVSCHRRRLIAIPEGIPIETKILDLSKNRLKSVNPEEFISYPLLEEIDLSDNIIANVEPGAFNNLFNLRSLRLKGNRLKLVPLGVFTGLSNLTKLDISENKIVILLDYMFQDLHNLKSLEVGDNDLVYISHRAFSGLLSLEQLTLEKCNLTAVPTEALSHLRSLISLHLKHLNINNMPVYAFKRLFHLKHLEIDYWPLLDMMPANSLYGLNLTSLSVTNTNLSTVPFLAFKHLVYLTHLNLSYNPISTIEAGMFSDLIRLQ.... Result: 0 (no interaction). (6) The miRNA is hsa-miR-4518 with sequence GCUCAGGGAUGAUAACUGUGCUGAGA. The protein sequence of the target gene is MGREQDLILAVKNGDVTGVQKLVAKVKATKTKLLGSTKRLNVNYQDADGFSALHHAALGGSLELIALLLEAQATVDIKDSNGMRPLHYAAWQGRLEPVRLLLRASAAVNAASLDGQIPLHLAAQYGHYEVSEMLLQHQSNPCLVNKAKKTPLDLACEFGRLKVAQLLLNSHLCVALLEGEAKDPCDPNYTTPLHLAAKNGHREVIRQLLRAGIEINRQTKTGTALHEAALYGKTEVVRLLLEGGVDVNIRNTYNQTALDIVNQFTTSQASREIKQLLREASGILKVRALKDFWNLHDPTA.... Result: 1 (interaction). (7) The miRNA is hsa-miR-5699-3p with sequence UCCUGUCUUUCCUUGUUGGAGC. The protein sequence of the target gene is MALRVAAFDLDGVLALPSIAGAFRRSEEALALPRDFLLGAYQTEFPEGPTEQLMKGKITFSQWVPLMDESYRKSSKACGANLPENFSISQIFSQAMAARSINRPMLQAAIALKKKGFTTCIVTNNWLDDGDKRDSLAQMMCELSQHFDFLIESCQVGMIKPEPQIYNFLLDTLKAKPNEVVFLDDFGSNLKPARDMGMVTILVHNTASALRELEKVTGTQFPEAPLPVPCNPNDVSHGYVTVKPGIRLHFVEMGSGPALCLCHGFPESWFSWRYQIPALAQAGFRVLAIDMKGYGDSSSP.... Result: 0 (no interaction).